From a dataset of NCI-60 drug combinations with 297,098 pairs across 59 cell lines. Regression. Given two drug SMILES strings and cell line genomic features, predict the synergy score measuring deviation from expected non-interaction effect. (1) Drug 1: CCCS(=O)(=O)NC1=C(C(=C(C=C1)F)C(=O)C2=CNC3=C2C=C(C=N3)C4=CC=C(C=C4)Cl)F. Drug 2: C1=CC(=CC=C1CC(C(=O)O)N)N(CCCl)CCCl.Cl. Cell line: RXF 393. Synergy scores: CSS=21.2, Synergy_ZIP=1.61, Synergy_Bliss=6.97, Synergy_Loewe=6.32, Synergy_HSA=7.44. (2) Drug 1: CNC(=O)C1=CC=CC=C1SC2=CC3=C(C=C2)C(=NN3)C=CC4=CC=CC=N4. Drug 2: CC(C)(C#N)C1=CC(=CC(=C1)CN2C=NC=N2)C(C)(C)C#N. Cell line: NCI-H522. Synergy scores: CSS=10.4, Synergy_ZIP=-3.70, Synergy_Bliss=0.893, Synergy_Loewe=1.93, Synergy_HSA=1.96. (3) Drug 1: CC1C(C(CC(O1)OC2CC(CC3=C2C(=C4C(=C3O)C(=O)C5=C(C4=O)C(=CC=C5)OC)O)(C(=O)C)O)N)O.Cl. Drug 2: CC(C)(C#N)C1=CC(=CC(=C1)CN2C=NC=N2)C(C)(C)C#N. Cell line: EKVX. Synergy scores: CSS=6.27, Synergy_ZIP=-1.66, Synergy_Bliss=-1.84, Synergy_Loewe=-2.97, Synergy_HSA=-1.59. (4) Drug 1: C1=CC(=CC=C1CCC2=CNC3=C2C(=O)NC(=N3)N)C(=O)NC(CCC(=O)O)C(=O)O. Drug 2: COC1=CC(=CC(=C1O)OC)C2C3C(COC3=O)C(C4=CC5=C(C=C24)OCO5)OC6C(C(C7C(O6)COC(O7)C8=CC=CS8)O)O. Cell line: HCT116. Synergy scores: CSS=63.6, Synergy_ZIP=-3.63, Synergy_Bliss=-3.50, Synergy_Loewe=-1.87, Synergy_HSA=1.75. (5) Drug 1: CC1=CC2C(CCC3(C2CCC3(C(=O)C)OC(=O)C)C)C4(C1=CC(=O)CC4)C. Drug 2: C(CC(=O)O)C(=O)CN.Cl. Cell line: SF-295. Synergy scores: CSS=1.77, Synergy_ZIP=-3.31, Synergy_Bliss=-7.93, Synergy_Loewe=-12.8, Synergy_HSA=-10.5. (6) Drug 1: C1CN1P(=S)(N2CC2)N3CC3. Drug 2: CN(C(=O)NC(C=O)C(C(C(CO)O)O)O)N=O. Cell line: MALME-3M. Synergy scores: CSS=3.37, Synergy_ZIP=-1.75, Synergy_Bliss=-1.02, Synergy_Loewe=-3.15, Synergy_HSA=-1.51. (7) Cell line: OVCAR-8. Synergy scores: CSS=18.9, Synergy_ZIP=-7.55, Synergy_Bliss=-2.28, Synergy_Loewe=-23.9, Synergy_HSA=-3.15. Drug 2: COC1=C2C(=CC3=C1OC=C3)C=CC(=O)O2. Drug 1: C1=NC2=C(N1)C(=S)N=CN2.